From a dataset of Drug-target binding data from BindingDB using Kd measurements. Regression. Given a target protein amino acid sequence and a drug SMILES string, predict the binding affinity score between them. We predict pKd (pKd = -log10(Kd in M); higher means stronger binding). Dataset: bindingdb_kd. (1) The compound is CCCCCCCCCCCCc1ccc(S(=O)(=O)Nc2nnc(C)s2)cc1. The target protein sequence is MSDVAIVKEGWLHKRGEYIKTWRPRYFLLKNDGTFIGYKERPQDVDQREAPLNNFSVAQCQLMKTERPRPNTFIIRCLQWTTVIERTFHVETPEEREEWTTAIQTVADGLKKQEEEEMDFRSG. The pKd is 5.1. (2) The compound is O=C(O)c1ccc(-c2cc(Cl)cc(Cl)c2)cc1. The target protein (P03120) has sequence METLCQRLNVCQDKILTHYENDSTDLRDHIDYWKHMRLECAIYYKAREMGFKHINHQVVPTLAVSKNKALQAIELQLTLETIYNSQYSNEKWTLQDVSLEVYLTAPTGCIKKHGYTVEVQFDGDICNTMHYTNWTHIYICEEASVTVVEGQVDYYGLYYVHEGIRTYFVQFKDDAEKYSKNKVWEVHAGGQVILCPTSVFSSNEVSSPEIIRQHLANHPAATHTKAVALGTEETQTTIQRPRSEPDTGNPCHTTKLLHRDSVDSAPILTAFNSSHKGRINCNSNTTPIVHLKGDANTLKCLRYRFKKHCTLYTAVSSTWHWTGHNVKHKSAIVTLTYDSEWQRDQFLSQVKIPKTITVSTGFMSI. The pKd is 4.2. (3) The compound is COCC(=O)NC/C=C/c1ccc2ncnc(Nc3ccc(Oc4ccc(C)nc4)c(C)c3)c2c1. The target protein (Q9UQ88) has sequence MGDEKDSWKVKTLDEILQEKKRRKEQEEKAEIKRLKNSDDRDSKRDSLEEGELRDHCMEITIRNSPYRREDSMEDRGEEDDSLAIKPPQQMSRKEKVHHRKDEKRKEKWKHARVKEREHERRKRHREEQDKARREWERQKRREMAREHSRRERDRLEQLERKRERERKMREQQKEQREQKERERRAEERRKEREARREVSAHHRTMREDYSDKVKASHWSRSPPRPPRERFELGDGRKPGEARPAPAQKPAQLKEEKMEERDLLSDLQDISDSERKTSSAESSSAESGSGSEEEEEEEEEEEEEGSTSEESEEEEEEEEEEEEETGSNSEEASEQSAEEVSEEEMSEDEERENENHLLVVPESRFDRDSGESEEAEEEVGEGTPQSSALTEGDYVPDSPALLPIELKQELPKYLPALQGCRSVEEFQCLNRIEEGTYGVVYRAKDKKTDEIVALKRLKMEKEKEGFPITSLREINTILKAQHPNIVTVREIVVGSNMDKI.... The pKd is 5.0. (4) The small molecule is COc1cccc2c1C[C@H]1C[C@@H](C(=O)N3CCN(c4ccc([N+](=O)[O-])cc4)CC3)CN(C)[C@@H]1C2. The target protein (P31391) has sequence MSAPSTLPPGGEEGLGTAWPSAANASSAPAEAEEAVAGPGDARAAGMVAIQCIYALVCLVGLVGNALVIFVILRYAKMKTATNIYLLNLAVADELFMLSVPFVASSAALRHWPFGSVLCRAVLSVDGLNMFTSVFCLTVLSVDRYVAVVHPLRAATYRRPSVAKLINLGVWLASLLVTLPIAIFADTRPARGGQAVACNLQWPHPAWSAVFVVYTFLLGFLLPVLAIGLCYLLIVGKMRAVALRAGWQQRRRSEKKITRLVLMVVVVFVLCWMPFYVVQLLNLFVTSLDATVNHVSLILSYANSCANPILYGFLSDNFRRFFQRVLCLRCCLLEGAGGAEEEPLDYYATALKSKGGAGCMCPPLPCQQEALQPEPGRKRIPLTRTTTF. The pKd is 4.8. (5) The pKd is 5.0. The drug is C[C@@H](Oc1cc(-n2cnc3ccc(CN4CCN(C)CC4)cc32)sc1C(N)=O)c1ccccc1C(F)(F)F. The target protein (Q6XUX3) has sequence MEGDGVPWGSEPVSGPGPGGGGMIRELCRGFGRYRRYLGRLRQNLRETQKFFRDIKCSHNHTCLSSLTGGGGAERGPAGDVAETGLQAGQLSCISFPPKEEKYLQQIVDCLPCILILGQDCNVKCQLLNLLLGVQVLPTTKLGSEESCKLRRLRFTYGTQTRVSLALPGQYELVHTLVAHQGNWETIPEEDLEVQENNEDAAHVLAELEVTMHHALLQEVDVVVAPCQGLRPTVDVLGDLVNDFLPVITYALHKDELSERDEQELQEIRKYFSFPVFFFKVPKLGSEIIDSSTRRMESERSPLYRQLIDLGYLSSSHWNCGAPGQDTKAQSMLVEQSEKLRHLSTFSHQVLQTRLVDAAKALNLVHCHCLDIFINQAFDMQRDLQITPKRLEYTRKKENELYESLMNIANRKQEEMKDMIVETLNTMKEELLDDATNMEFKDVIVPENGEPVGTREIKCCIRQIQELIISRLNQAVANKLISSVDYLRESFVGTLERCLQ....